The task is: Regression. Given a peptide amino acid sequence and an MHC pseudo amino acid sequence, predict their binding affinity value. This is MHC class I binding data.. This data is from Peptide-MHC class I binding affinity with 185,985 pairs from IEDB/IMGT. The MHC is HLA-B45:01 with pseudo-sequence HLA-B45:01. The binding affinity (normalized) is 0.353. The peptide sequence is VESVNNAVVM.